This data is from Cav3 T-type calcium channel HTS with 100,875 compounds. The task is: Binary Classification. Given a drug SMILES string, predict its activity (active/inactive) in a high-throughput screening assay against a specified biological target. (1) The drug is OC(=O)C1C2C3C(C3)C(C1C(=O)Nc1ccc(cc1)CC)C=C2. The result is 0 (inactive). (2) The compound is S=C(NCc1occc1)C(/[n+]1ccccc1)=C(\[O-])c1ccc(C(C)(C)C)cc1. The result is 0 (inactive). (3) The drug is Clc1c(cc(c2oc(cc2)C(=O)Nc2snc(n2)CC(=O)C)cc1)C(F)(F)F. The result is 0 (inactive). (4) The drug is s1c2n(C(CC)C(=O)Nc3c(OC)cccc3)c(cc2cc1)C(OC)=O. The result is 0 (inactive). (5) The molecule is N(=C1/N=C(N)c2c1cccc2)/c1cc(c(cc1)C)C. The result is 0 (inactive). (6) The compound is O=C(Nn1c(nc2c(c1=O)cccc2)C)C1CCC(CC1)CCC. The result is 0 (inactive). (7) The drug is O=C(NCc1nc2n(c1)cccc2)c1ccccc1. The result is 0 (inactive).